This data is from Reaction yield outcomes from USPTO patents with 853,638 reactions. The task is: Predict the reaction yield, written as a fraction of the theoretical maximum amount of product (1.0 means a 100% yield; for example, 0.34 means a 34% yield). (1) The reactants are CC(=CC)C.[CH:6]([C:8]12[N:15]([C:16]([O:18][C:19]([CH3:22])([CH3:21])[CH3:20])=[O:17])[CH:12]([CH2:13][CH2:14]1)[CH2:11][O:10][CH2:9]2)=[O:7].CC(=CC)C.C1C[O:31]CC1.[O-]Cl=O.[Na+].Cl. The catalyst is O.C(O)(C)(C)C.C1COCC1. The product is [C:19]([O:18][C:16]([N:15]1[C:8]2([C:6]([OH:31])=[O:7])[CH2:14][CH2:13][CH:12]1[CH2:11][O:10][CH2:9]2)=[O:17])([CH3:22])([CH3:21])[CH3:20]. The yield is 0.510. (2) The reactants are [C:1]([C:3]1[CH:4]=[C:5]([NH:9][C:10](=[O:25])[N:11]([CH2:13][CH2:14][CH2:15][C:16]2[CH:21]=[CH:20][C:19](B(O)O)=[CH:18][CH:17]=2)[CH3:12])[CH:6]=[CH:7][CH:8]=1)#[N:2].[NH2:26][C:27]1[CH:28]=[C:29]2[C:34](=[CH:35][CH:36]=1)[C:33]([N:37]([C:45]([O:47][C:48]([CH3:51])([CH3:50])[CH3:49])=[O:46])[C:38]([O:40][C:41]([CH3:44])([CH3:43])[CH3:42])=[O:39])=[N:32][CH:31]=[CH:30]2.O.[C:53]([OH:57])(=[O:56])[CH:54]=O. No catalyst specified. The product is [C:48]([O:47][C:45]([N:37]([C:38]([O:40][C:41]([CH3:42])([CH3:43])[CH3:44])=[O:39])[C:33]1[C:34]2[C:29](=[CH:28][C:27]([NH:26][CH:54]([C:19]3[CH:20]=[CH:21][C:16]([CH2:15][CH2:14][CH2:13][N:11]([CH3:12])[C:10]([NH:9][C:5]4[CH:6]=[CH:7][CH:8]=[C:3]([C:1]#[N:2])[CH:4]=4)=[O:25])=[CH:17][CH:18]=3)[C:53]([OH:57])=[O:56])=[CH:36][CH:35]=2)[CH:30]=[CH:31][N:32]=1)=[O:46])([CH3:51])([CH3:50])[CH3:49]. The yield is 0.410. (3) The reactants are BrC(Br)C.Cl[Si](C)(C)C.[C:10]([O:14][C:15]([NH:17][C@H:18]([C:21]([O:23][CH3:24])=[O:22])[CH2:19]I)=[O:16])([CH3:13])([CH3:12])[CH3:11].Br[C:26]1[CH:31]=[CH:30][C:29]([Br:32])=[CH:28][N:27]=1. The catalyst is O.[Zn].Cl[Pd](Cl)([P](C1C=CC=CC=1)(C1C=CC=CC=1)C1C=CC=CC=1)[P](C1C=CC=CC=1)(C1C=CC=CC=1)C1C=CC=CC=1.CN(C=O)C. The product is [Br:32][C:29]1[CH:30]=[CH:31][C:26]([CH2:19][C@@H:18]([C:21]([O:23][CH3:24])=[O:22])[NH:17][C:15]([O:14][C:10]([CH3:13])([CH3:12])[CH3:11])=[O:16])=[N:27][CH:28]=1. The yield is 0.540. (4) The reactants are [C:1]([C:5]1[CH:10]=[CH:9][CH:8]=[CH:7][C:6]=1[OH:11])([CH3:4])([CH3:3])[CH3:2].[OH-].[Na+].[OH-].[I-:15].[Na+].Cl[O-].[Na+].S([O-])([O-])(=O)=S.[Na+].[Na+].Cl. The catalyst is CO. The product is [C:1]([C:5]1[CH:10]=[C:9]([I:15])[CH:8]=[CH:7][C:6]=1[OH:11])([CH3:4])([CH3:2])[CH3:3]. The yield is 0.750.